Dataset: Forward reaction prediction with 1.9M reactions from USPTO patents (1976-2016). Task: Predict the product of the given reaction. (1) Given the reactants C([C:3]1[O:7][C:6]([CH2:8][CH2:9][NH:10][C:11]([NH:13][C:14]2[S:15][C:16]([C:20]3[CH:25]=[CH:24][C:23]([S:26]([CH3:29])(=[O:28])=[O:27])=[C:22]([F:30])[CH:21]=3)=[C:17]([CH3:19])[N:18]=2)=[O:12])=[N:5][CH:4]=1)C.[CH2:31](C1OC(CCN)=NC=1)[CH3:32].C(C1N=C(CCN)OC=1)C.Cl.C(C1OC(CCN)=NC=1)C.NCC(O)CC.NC(CC)CO, predict the reaction product. The product is: [CH2:31]([C:4]1[N:5]=[C:6]([CH2:8][CH2:9][NH:10][C:11]([NH:13][C:14]2[S:15][C:16]([C:20]3[CH:25]=[CH:24][C:23]([S:26]([CH3:29])(=[O:28])=[O:27])=[C:22]([F:30])[CH:21]=3)=[C:17]([CH3:19])[N:18]=2)=[O:12])[O:7][CH:3]=1)[CH3:32]. (2) Given the reactants [CH3:1][C:2]1([CH3:19])[CH2:5][CH:4]([C:6]([C:8]2[CH:18]=[CH:17][C:11]([C:12]([O:14][CH2:15][CH3:16])=[O:13])=[CH:10][CH:9]=2)=O)[CH2:3]1.[N:20]1[C:29]2[C:24](=[CH:25][CH:26]=[CH:27][CH:28]=2)[CH:23]=[C:22]([NH2:30])[CH:21]=1.C1(C)C=CC(S(O)(=O)=O)=CC=1.[BH4-].[Na+], predict the reaction product. The product is: [CH3:1][C:2]1([CH3:19])[CH2:5][CH:4]([CH:6]([NH:30][C:22]2[CH:21]=[N:20][C:29]3[C:24]([CH:23]=2)=[CH:25][CH:26]=[CH:27][CH:28]=3)[C:8]2[CH:18]=[CH:17][C:11]([C:12]([O:14][CH2:15][CH3:16])=[O:13])=[CH:10][CH:9]=2)[CH2:3]1.